Dataset: Experimentally validated miRNA-target interactions with 360,000+ pairs, plus equal number of negative samples. Task: Binary Classification. Given a miRNA mature sequence and a target amino acid sequence, predict their likelihood of interaction. (1) The miRNA is hsa-miR-6787-3p with sequence UCUCAGCUGCUGCCCUCUCCAG. The protein sequence of the target gene is MQKWFSAFDDAIIQRQWRANPSRGGGGVSFTKEVDTNVATGAPPRRQRVPGRACPWREPIRGRRGARPGGGDAGGTPGETVRHCSAPEDPIFRFSSLHSYPFPGTIKSRDMSWKRHHLIPETFGVKRRRKRGPVESDPLRGEPGSARAAVSELMQLFPRGLFEDALPPIVLRSQVYSLVPDRTVADRQLKELQEQGEIRIVQLGFDLDAHGIIFTEDYRTRVCDCVLKACDGRPYAGAVQKFLASVLPACGDLSFQQDQMTQTFGFRDSEITHLVNAGVLTVRDAGSWWLAVPGAGRFIK.... Result: 0 (no interaction). (2) The miRNA is hsa-miR-3153 with sequence GGGGAAAGCGAGUAGGGACAUUU. The protein sequence of the target gene is MTQQPQDDFDRSVEDAQAWMKAVQDQLQVNDNTQGPRAALEARLWETEKICQLEPEGRVRVDLVLRMAEALLACCPGDQKPGILARLKDIKAQWEETVTYMTHCHSRIEWVWLHWSEYLLARDEFYRWFQKMMVTLEPHIELQLGLKEKQWQLSHAQVLLHNVDNQAVLLDRLLEEAASLFNRIGDPSVDEDAQKRMKAEYDAVKAKAQKRVDLLEQVAREHEEYQAGVDEFQLWLKAVVEKVNGCLGRNCKLPITQRLSTLQDIAKDFPRGEESLETLEEQSAGVIRNTSPLGAEKITG.... Result: 0 (no interaction). (3) The miRNA is hsa-miR-4529-3p with sequence AUUGGACUGCUGAUGGCCCGU. The protein sequence of the target gene is MAVPAAAMGPSALGQSGPGSMAPWCSVSSGPSRYVLGMQELFRGHSKTREFLAHSAKVHSVAWSCDGRRLASGSFDKTASVFLLEKDRLVKENNYRGHGDSVDQLCWHPSNPDLFVTASGDKTIRIWDVRTTKCIATVNTKGENINICWSPDGQTIAVGNKDDVVTFIDAKTHRSKAEEQFKFEVNEISWNNDNNMFFLTNGNGCINILSYPELKPVQSINAHPSNCICIKFDPMGKYFATGSADALVSLWDVDELVCVRCFSRLDWPVRTLSFSHDGKMLASASEDHFIDIAEVETGDK.... Result: 0 (no interaction).